Dataset: Full USPTO retrosynthesis dataset with 1.9M reactions from patents (1976-2016). Task: Predict the reactants needed to synthesize the given product. (1) Given the product [O:27]1[CH2:28][CH2:29][N:30]([CH2:33][C:34]([N:36]([C:38]2[CH:44]=[CH:43][C:41]([NH:42]/[C:16](=[C:6]3\[C:5](=[O:26])[NH:4][C:12]4[C:7]\3=[CH:8][C:9]([N+:13]([O-:15])=[O:14])=[CH:10][CH:11]=4)/[C:17]3[CH:18]=[CH:19][CH:20]=[CH:21][CH:22]=3)=[CH:40][CH:39]=2)[CH3:37])=[O:35])[CH2:31][CH2:32]1, predict the reactants needed to synthesize it. The reactants are: C([N:4]1[C:12]2[C:7](=[CH:8][C:9]([N+:13]([O-:15])=[O:14])=[CH:10][CH:11]=2)[C:6](=[C:16](OCC)[C:17]2[CH:22]=[CH:21][CH:20]=[CH:19][CH:18]=2)[C:5]1=[O:26])(=O)C.[O:27]1[CH2:32][CH2:31][N:30]([CH2:33][C:34]([N:36]([C:38]2[CH:44]=[CH:43][C:41]([NH2:42])=[CH:40][CH:39]=2)[CH3:37])=[O:35])[CH2:29][CH2:28]1.[OH-].[Na+]. (2) Given the product [Cl:1][C:2]1[NH:3][C:4](=[O:26])[C:5]2[N:6]([CH2:16][O:17][CH2:18][CH2:19][Si:20]([CH3:23])([CH3:22])[CH3:21])[C:7]([CH:11]3[CH2:15][CH2:14][CH2:13][CH2:12]3)=[N:8][C:9]=2[N:10]=1, predict the reactants needed to synthesize it. The reactants are: [Cl:1][C:2]1[N:10]=[C:9]2[C:5]([N:6]([CH2:16][O:17][CH2:18][CH2:19][Si:20]([CH3:23])([CH3:22])[CH3:21])[C:7]([CH:11]3[CH2:15][CH2:14][CH2:13][CH2:12]3)=[N:8]2)=[C:4](Cl)[N:3]=1.C(=O)([O-])[O-:26].[Na+].[Na+]. (3) The reactants are: C([O:5][C:6](=[O:18])[CH2:7][O:8][C:9]1[CH:14]=[CH:13][C:12]([Cl:15])=[CH:11][C:10]=1[C:16]#[CH:17])(C)(C)C.Br[C:20]1[CH:25]=[CH:24][CH:23]=[CH:22][N:21]=1. Given the product [Cl:15][C:12]1[CH:13]=[CH:14][C:9]([O:8][CH2:7][C:6]([OH:5])=[O:18])=[C:10]([C:16]#[C:17][C:20]2[CH:25]=[CH:24][CH:23]=[CH:22][N:21]=2)[CH:11]=1, predict the reactants needed to synthesize it. (4) Given the product [Br:37][C:34]1[CH:33]=[N:32][C:31]([N:18]([CH2:19][C:20]2[CH:21]=[CH:22][C:23]([C:26]([F:27])([F:28])[F:29])=[CH:24][CH:25]=2)[CH2:17][CH2:16][C:13]2[CH:14]=[CH:15][C:10]([O:9][C:2]([CH3:1])([CH3:8])[C:3]([O:5][CH2:6][CH3:7])=[O:4])=[CH:11][CH:12]=2)=[N:36][CH:35]=1, predict the reactants needed to synthesize it. The reactants are: [CH3:1][C:2]([O:9][C:10]1[CH:15]=[CH:14][C:13]([CH2:16][CH2:17][NH:18][CH2:19][C:20]2[CH:25]=[CH:24][C:23]([C:26]([F:29])([F:28])[F:27])=[CH:22][CH:21]=2)=[CH:12][CH:11]=1)([CH3:8])[C:3]([O:5][CH2:6][CH3:7])=[O:4].Br[C:31]1[N:36]=[CH:35][C:34]([Br:37])=[CH:33][N:32]=1.CCN(C(C)C)C(C)C. (5) Given the product [C:11]([C:8]1[C:9]([I:15])=[C:5]([C:3]([O:2][CH3:1])=[O:4])[S:6][C:7]=1[S:13][CH3:14])#[N:12], predict the reactants needed to synthesize it. The reactants are: [CH3:1][O:2][C:3]([C:5]1[S:6][C:7]([S:13][CH3:14])=[C:8]([C:11]#[N:12])[C:9]=1N)=[O:4].[I:15]CI.[N+]([O-])(OCCC(C)C)=O.[N+]([O-])(OCCCCC)=O. (6) Given the product [CH3:1][O:2][C:3]1[CH:22]=[CH:21][C:6]2[N:7]([C:10]3[CH:19]=[CH:18][C:17]4[C:12](=[C:13]([O:20][S:30]([C:33]([F:36])([F:35])[F:34])(=[O:32])=[O:31])[CH:14]=[CH:15][CH:16]=4)[N:11]=3)[CH:8]=[N:9][C:5]=2[CH:4]=1, predict the reactants needed to synthesize it. The reactants are: [CH3:1][O:2][C:3]1[CH:22]=[CH:21][C:6]2[N:7]([C:10]3[CH:19]=[CH:18][C:17]4[C:12](=[C:13]([OH:20])[CH:14]=[CH:15][CH:16]=4)[N:11]=3)[CH:8]=[N:9][C:5]=2[CH:4]=1.C1C=CC(N([S:30]([C:33]([F:36])([F:35])[F:34])(=[O:32])=[O:31])[S:30]([C:33]([F:36])([F:35])[F:34])(=[O:32])=[O:31])=CC=1.[H-].[Na+]. (7) The reactants are: C(N(CC)CC)C.[N:8]1([C:13](Cl)=[O:14])[CH2:12][CH2:11][CH2:10][CH2:9]1.[CH3:16][C:17]1[N:21]([C:22]2[CH:27]=[CH:26][C:25]([C:28]([F:31])([F:30])[F:29])=[CH:24][N:23]=2)[N:20]=[CH:19][C:18]=1[C:32]([NH:34][C:35]1[CH:36]=[N:37][C:38]([C:42]2[CH2:43][CH2:44][NH:45][CH2:46][CH:47]=2)=[C:39]([CH3:41])[CH:40]=1)=[O:33]. Given the product [CH3:16][C:17]1[N:21]([C:22]2[CH:27]=[CH:26][C:25]([C:28]([F:31])([F:30])[F:29])=[CH:24][N:23]=2)[N:20]=[CH:19][C:18]=1[C:32]([NH:34][C:35]1[CH2:36][N:37]([C:13]([N:8]2[CH2:12][CH2:11][CH2:10][CH2:9]2)=[O:14])[C:38]([C:42]2[CH2:43][CH2:44][NH:45][CH2:46][CH:47]=2)=[C:39]([CH3:41])[CH:40]=1)=[O:33], predict the reactants needed to synthesize it. (8) The reactants are: Br[C:2]1[CH:3]=[CH:4][C:5]([Cl:8])=[N:6][CH:7]=1.[Si:9]([O:16][CH2:17][CH:18]1[CH2:23][CH2:22][NH:21][CH2:20][CH2:19]1)([C:12]([CH3:15])([CH3:14])[CH3:13])([CH3:11])[CH3:10].C1(P(C2C=CC=CC=2)C2C3OC4C(=CC=CC=4P(C4C=CC=CC=4)C4C=CC=CC=4)C(C)(C)C=3C=CC=2)C=CC=CC=1.CC(C)([O-])C.[Na+]. Given the product [Si:9]([O:16][CH2:17][CH:18]1[CH2:19][CH2:20][N:21]([C:2]2[CH:3]=[CH:4][C:5]([Cl:8])=[N:6][CH:7]=2)[CH2:22][CH2:23]1)([C:12]([CH3:15])([CH3:14])[CH3:13])([CH3:11])[CH3:10], predict the reactants needed to synthesize it. (9) Given the product [CH:1]([N:14]1[CH2:17][CH:16]([NH:24][CH3:23])[CH2:15]1)([C:8]1[CH:13]=[CH:12][CH:11]=[CH:10][CH:9]=1)[C:2]1[CH:7]=[CH:6][CH:5]=[CH:4][CH:3]=1, predict the reactants needed to synthesize it. The reactants are: [CH:1]([N:14]1[CH2:17][CH:16](OS(C)(=O)=O)[CH2:15]1)([C:8]1[CH:13]=[CH:12][CH:11]=[CH:10][CH:9]=1)[C:2]1[CH:7]=[CH:6][CH:5]=[CH:4][CH:3]=1.[CH3:23][NH2:24].CC(O)=O. (10) Given the product [CH3:19][C:16]1([CH3:20])[O:15][CH:14]([CH2:13][NH:12][CH2:11][CH:10]([OH:21])[CH2:9][NH:8][CH3:1])[CH2:18][O:17]1, predict the reactants needed to synthesize it. The reactants are: [CH2:1]([N:8](C)[CH2:9][CH:10]([OH:21])[CH2:11][NH:12][CH2:13][CH:14]1[CH2:18][O:17][C:16]([CH3:20])([CH3:19])[O:15]1)C1C=CC=CC=1.[H][H].OCC1(OC[C@@H](O)[C@@H](O)[C@H]1O)O.